This data is from Merck oncology drug combination screen with 23,052 pairs across 39 cell lines. The task is: Regression. Given two drug SMILES strings and cell line genomic features, predict the synergy score measuring deviation from expected non-interaction effect. (1) Drug 1: CN1C(=O)C=CC2(C)C3CCC4(C)C(NC(=O)OCC(F)(F)F)CCC4C3CCC12. Drug 2: CCC1=CC2CN(C1)Cc1c([nH]c3ccccc13)C(C(=O)OC)(c1cc3c(cc1OC)N(C)C1C(O)(C(=O)OC)C(OC(C)=O)C4(CC)C=CCN5CCC31C54)C2. Cell line: SKOV3. Synergy scores: synergy=1.53. (2) Drug 1: CC1CC2C3CCC4=CC(=O)C=CC4(C)C3(F)C(O)CC2(C)C1(O)C(=O)CO. Drug 2: O=C(CCCCCCC(=O)Nc1ccccc1)NO. Cell line: COLO320DM. Synergy scores: synergy=18.8. (3) Drug 1: CCC1(O)CC2CN(CCc3c([nH]c4ccccc34)C(C(=O)OC)(c3cc4c(cc3OC)N(C)C3C(O)(C(=O)OC)C(OC(C)=O)C5(CC)C=CCN6CCC43C65)C2)C1. Drug 2: NC(=O)c1cccc2cn(-c3ccc(C4CCCNC4)cc3)nc12. Cell line: ZR751. Synergy scores: synergy=-2.07. (4) Cell line: EFM192B. Drug 2: CCc1c2c(nc3ccc(O)cc13)-c1cc3c(c(=O)n1C2)COC(=O)C3(O)CC. Synergy scores: synergy=28.9. Drug 1: C#Cc1cccc(Nc2ncnc3cc(OCCOC)c(OCCOC)cc23)c1. (5) Drug 1: CN(C)C(=N)N=C(N)N. Drug 2: COC1=C2CC(C)CC(OC)C(O)C(C)C=C(C)C(OC(N)=O)C(OC)C=CC=C(C)C(=O)NC(=CC1=O)C2=O. Cell line: SW620. Synergy scores: synergy=-12.7. (6) Drug 1: NC1(c2ccc(-c3nc4ccn5c(=O)[nH]nc5c4cc3-c3ccccc3)cc2)CCC1. Drug 2: CC(C)CC(NC(=O)C(Cc1ccccc1)NC(=O)c1cnccn1)B(O)O. Cell line: NCIH1650. Synergy scores: synergy=-18.1.